This data is from Full USPTO retrosynthesis dataset with 1.9M reactions from patents (1976-2016). The task is: Predict the reactants needed to synthesize the given product. (1) Given the product [CH3:6][C:5]1([CH3:14])[CH:4]=[C:3]([CH3:2])[C:16]2[C:2](=[CH:3][CH:4]=[C:5]3[C:6]=2[C:7](=[O:15])[O:8][C:9]2[C:14]3=[CH:13][CH:12]=[CH:11][CH:10]=2)[NH:1]1, predict the reactants needed to synthesize it. The reactants are: [NH2:1][C:2]1[CH:3]=[CH:4][C:5]2[C:14]3[C:9](=[CH:10][CH:11]=[CH:12][CH:13]=3)[O:8][C:7](=[O:15])[C:6]=2[CH:16]=1.II. (2) The reactants are: [CH2:1]([O:3][C:4]1[CH:5]=[CH:6][C:7]([C:10]#[C:11][C:12]2[CH:29]=[CH:28][C:15]([O:16][CH2:17][C@@H:18]([NH:20][C:21](=[O:27])[O:22][C:23]([CH3:26])([CH3:25])[CH3:24])[CH3:19])=[CH:14][CH:13]=2)=[N:8][CH:9]=1)[CH3:2].[NH2:30]OS(C1C(C)=CC(C)=CC=1C)(=O)=O. Given the product [CH2:1]([O:3][C:4]1[CH:5]=[CH:6][C:7]2[N:8]([N:30]=[C:11]([C:12]3[CH:29]=[CH:28][C:15]([O:16][CH2:17][C@@H:18]([NH:20][C:21](=[O:27])[O:22][C:23]([CH3:24])([CH3:26])[CH3:25])[CH3:19])=[CH:14][CH:13]=3)[CH:10]=2)[CH:9]=1)[CH3:2], predict the reactants needed to synthesize it. (3) Given the product [Br:8][C:9]1[CH:16]=[CH:15][C:12]([CH:13]2[O:25][CH2:1][CH2:7][O:14]2)=[C:11]([F:17])[CH:10]=1, predict the reactants needed to synthesize it. The reactants are: [C:1]1([CH3:7])C=CC=CC=1.[Br:8][C:9]1[CH:16]=[CH:15][C:12]([CH:13]=[O:14])=[C:11]([F:17])[CH:10]=1.C1(C)C(S(O)(=O)=[O:25])=CC=CC=1.C([O-])(O)=O.[Na+].